This data is from Reaction yield outcomes from USPTO patents with 853,638 reactions. The task is: Predict the reaction yield, written as a fraction of the theoretical maximum amount of product (1.0 means a 100% yield; for example, 0.34 means a 34% yield). (1) The reactants are [CH3:1][C:2]([CH3:9])([CH:6]([CH3:8])[CH3:7])[CH2:3][CH2:4][OH:5].CC(OI1(OC(C)=O)(OC(C)=O)OC(=O)C2C=CC=CC1=2)=O.[O-]S([O-])=O.[Na+].[Na+]. The catalyst is ClCCl. The product is [CH3:1][C:2]([CH3:9])([CH:6]([CH3:8])[CH3:7])[CH2:3][CH:4]=[O:5]. The yield is 0.210. (2) The reactants are [Si:1]([O:8][C@@H:9]1[C@@:37]2([CH3:38])[C:13](=[CH:14][CH:15]=[C:16]3[C@@H:36]2[CH2:35][CH2:34][C@@:33]2([CH3:39])[C@H:17]3[CH2:18][CH:19]=[C:20]2[C@@H:21]([S:23][C:24](OC2C=CC=CC=2)=O)[CH3:22])[CH2:12][C@@H:11]([OH:40])[CH2:10]1)([C:4]([CH3:7])([CH3:6])[CH3:5])([CH3:3])[CH3:2].BrC/[CH:43]=[CH:44]\[C:45]([CH2:56][CH3:57])([O:48][Si:49]([CH2:54][CH3:55])([CH2:52][CH3:53])[CH2:50][CH3:51])[CH2:46][CH3:47].O1CCCC1.[OH-].[K+]. The catalyst is CO. The product is [Si:1]([O:8][C@@H:9]1[C@@:37]2([CH3:38])[C:13](=[CH:14][CH:15]=[C:16]3[C@@H:36]2[CH2:35][CH2:34][C@@:33]2([CH3:39])[C@H:17]3[CH2:18][CH:19]=[C:20]2[C@@H:21]([S:23][CH2:24]/[CH:43]=[CH:44]\[C:45]([CH2:56][CH3:57])([O:48][Si:49]([CH2:52][CH3:53])([CH2:54][CH3:55])[CH2:50][CH3:51])[CH2:46][CH3:47])[CH3:22])[CH2:12][C@@H:11]([OH:40])[CH2:10]1)([C:4]([CH3:5])([CH3:6])[CH3:7])([CH3:2])[CH3:3]. The yield is 0.600. (3) The reactants are [Cl:1][C:2]1[N:7]=[C:6]([N:8]([CH:18]2[CH2:23][CH2:22][CH2:21][CH2:20][CH2:19]2)[CH2:9][C:10]([CH3:17])([CH3:16])[C:11](OCC)=[O:12])[C:5]([N+:24]([O-])=O)=[CH:4][N:3]=1.Cl. The catalyst is C(O)(=O)C. The product is [Cl:1][C:2]1[N:3]=[CH:4][C:5]2[NH:24][C:11](=[O:12])[C:10]([CH3:17])([CH3:16])[CH2:9][N:8]([CH:18]3[CH2:23][CH2:22][CH2:21][CH2:20][CH2:19]3)[C:6]=2[N:7]=1. The yield is 0.890.